This data is from Forward reaction prediction with 1.9M reactions from USPTO patents (1976-2016). The task is: Predict the product of the given reaction. (1) Given the reactants [F:1][C:2]1[CH:21]=[CH:20][C:5]([CH2:6][C@@H:7]2[CH2:12][CH2:11][C@H:10]([N:13]3[CH2:17][CH2:16][CH2:15][C@H:14]3[CH2:18][NH2:19])[CH2:9][CH2:8]2)=[CH:4][CH:3]=1.C([C:25]1[CH:30]=[CH:29][CH:28]=[CH:27][C:26]=1[N:31]=[C:32]=[O:33])(=O)C.C1C[O:37][CH2:36][CH2:35]1, predict the reaction product. The product is: [C:36]([C:28]1[CH:27]=[C:26]([NH:31][C:32]([NH:19][CH2:18][C@@H:14]2[CH2:15][CH2:16][CH2:17][N:13]2[C@H:10]2[CH2:11][CH2:12][C@@H:7]([CH2:6][C:5]3[CH:4]=[CH:3][C:2]([F:1])=[CH:21][CH:20]=3)[CH2:8][CH2:9]2)=[O:33])[CH:25]=[CH:30][CH:29]=1)(=[O:37])[CH3:35]. (2) Given the reactants [CH2:1]([C:3]1[N:8]([C:9]2[CH:14]=[CH:13][C:12]([O:15][C:16]([CH3:21])([CH3:20])[CH:17]([OH:19])[CH3:18])=[CH:11][CH:10]=2)[C:7](=[O:22])[C:6]([CH2:23][C:24]2[CH:29]=[CH:28][C:27]([C:30]3[CH:35]=[CH:34][CH:33]=[CH:32][C:31]=3[C:36]3[NH:40][C:39](=[O:41])[O:38][N:37]=3)=[CH:26][CH:25]=2)=[C:5]([CH2:42][CH2:43][CH3:44])[N:4]=1)[CH3:2].CC(OI1(OC(C)=O)(OC(C)=O)OC(=O)C2C1=CC=CC=2)=O.C(OCC)(=O)C.S([O-])([O-])(=O)=S.[Na+].[Na+], predict the reaction product. The product is: [CH3:21][C:16]([CH3:20])([O:15][C:12]1[CH:13]=[CH:14][C:9]([N:8]2[C:7](=[O:22])[C:6]([CH2:23][C:24]3[CH:29]=[CH:28][C:27]([C:30]4[CH:35]=[CH:34][CH:33]=[CH:32][C:31]=4[C:36]4[NH:40][C:39](=[O:41])[O:38][N:37]=4)=[CH:26][CH:25]=3)=[C:5]([CH2:42][CH2:43][CH3:44])[N:4]=[C:3]2[CH2:1][CH3:2])=[CH:10][CH:11]=1)[C:17](=[O:19])[CH3:18].